Predict the reaction yield, written as a fraction of the theoretical maximum amount of product (1.0 means a 100% yield; for example, 0.34 means a 34% yield). From a dataset of Reaction yield outcomes from USPTO patents with 853,638 reactions. (1) The yield is 0.870. The product is [CH2:1]([C:3]1[C:4](=[O:12])[NH:5][C:6]([CH3:9])=[CH:7][CH:8]=1)[CH3:2]. The reactants are [CH2:1]([C:3]1[C:4](N)=[N:5][C:6]([CH3:9])=[CH:7][CH:8]=1)[CH3:2].N([O-])=[O:12].[Na+].[OH-].[Na+]. The catalyst is S(=O)(=O)(O)O.O. (2) The reactants are N[C:2]1[CH:7]=[C:6]([C:8]#[N:9])[CH:5]=[CH:4][C:3]=1[S:10]([NH:13][C:14]1[CH:15]=[CH:16][CH:17]=[C:18]2[C:23]=1[N:22]=[CH:21][CH:20]=[CH:19]2)(=[O:12])=[O:11].N(OC(C)(C)C)=O.CC(O)=O. The catalyst is C1COCC1. The product is [O:12]=[S:10]1(=[O:11])[C:3]2[C:2](=[CH:7][C:6]([C:8]#[N:9])=[CH:5][CH:4]=2)[C:15]2[C:14](=[C:23]3[C:18](=[CH:17][CH:16]=2)[CH:19]=[CH:20][CH:21]=[N:22]3)[NH:13]1. The yield is 0.0400. (3) The reactants are [Na+].[Na+].[Na+].[N:4]([CH2:13][C:14]([O-:16])=[O:15])([CH2:9][C:10]([O-:12])=[O:11])[CH2:5][C:6]([O-:8])=[O:7].[N+]([O-])([O-])=O.[Ag+:21]. The catalyst is O. The product is [N:4]([CH2:5][C:6]([O-:8])=[O:7])([CH2:9][C:10]([O-:12])=[O:11])[CH2:13][C:14]([O-:16])=[O:15].[Ag+3:21]. The yield is 0.950. (4) The reactants are [C:1]1([CH3:10])[CH:6]=[CH:5][C:4](B(O)O)=[CH:3][CH:2]=1.[N+:11]([C:14]1[CH:15]=[N:16][NH:17][CH:18]=1)([O-:13])=[O:12].N1C=CC=CC=1. The catalyst is C(Cl)Cl.C([O-])(=O)C.[Cu+2].C([O-])(=O)C. The product is [N+:11]([C:14]1[CH:15]=[N:16][N:17]([C:4]2[CH:5]=[CH:6][C:1]([CH3:10])=[CH:2][CH:3]=2)[CH:18]=1)([O-:13])=[O:12]. The yield is 0.310.